Dataset: Full USPTO retrosynthesis dataset with 1.9M reactions from patents (1976-2016). Task: Predict the reactants needed to synthesize the given product. Given the product [NH2:1][C:2]1[CH:10]=[C:9]([O:11][CH3:12])[CH:8]=[CH:7][C:3]=1[CH2:4][OH:5], predict the reactants needed to synthesize it. The reactants are: [NH2:1][C:2]1[CH:10]=[C:9]([O:11][CH3:12])[CH:8]=[CH:7][C:3]=1[C:4](O)=[O:5].[BH4-].